This data is from Full USPTO retrosynthesis dataset with 1.9M reactions from patents (1976-2016). The task is: Predict the reactants needed to synthesize the given product. (1) The reactants are: [CH2:1]([O:8][C:9]1[CH:10]=[C:11]([CH:15]=[CH:16][C:17]=1[S:18](=[O:36])(=[O:35])[NH:19][C@H:20]([C:29](=[O:34])[N:30]([O:32][CH3:33])[CH3:31])[CH2:21][C:22]([O:24][C:25]([CH3:28])([CH3:27])[CH3:26])=[O:23])[C:12](O)=[O:13])[C:2]1[CH:7]=[CH:6][CH:5]=[CH:4][CH:3]=1.C[N:38]1CCOCC1.ON1C2C=CC=CC=2N=N1.[OH-].[NH4+]. Given the product [C:25]([O:24][C:22](=[O:23])[CH2:21][CH:20]([NH:19][S:18]([C:17]1[CH:16]=[CH:15][C:11]([C:12](=[O:13])[NH2:38])=[CH:10][C:9]=1[O:8][CH2:1][C:2]1[CH:7]=[CH:6][CH:5]=[CH:4][CH:3]=1)(=[O:35])=[O:36])[C:29]([N:30]([O:32][CH3:33])[CH3:31])=[O:34])([CH3:28])([CH3:26])[CH3:27], predict the reactants needed to synthesize it. (2) Given the product [OH:20][C:21]1[CH:22]=[C:23]([CH:26]=[CH:27][CH:28]=1)[CH2:24][N:17]1[CH2:18][CH2:19][CH:14]([NH:13][C:5]2[C:4]3[C:9](=[CH:10][CH:11]=[C:2]([CH3:1])[CH:3]=3)[O:8][C:7](=[O:12])[CH:6]=2)[CH2:15][CH2:16]1, predict the reactants needed to synthesize it. The reactants are: [CH3:1][C:2]1[CH:3]=[C:4]2[C:9](=[CH:10][CH:11]=1)[O:8][C:7](=[O:12])[CH:6]=[C:5]2[NH:13][CH:14]1[CH2:19][CH2:18][NH:17][CH2:16][CH2:15]1.[OH:20][C:21]1[CH:22]=[C:23]([CH:26]=[CH:27][CH:28]=1)[CH:24]=O. (3) Given the product [I:17][C:8]1[C:9]([C:12]([O:14][CH2:15][CH3:16])=[O:13])=[N:10][O:11][C:7]=1[C:1]1[CH:2]=[CH:3][CH:4]=[CH:5][CH:6]=1, predict the reactants needed to synthesize it. The reactants are: [C:1]1([C:7]2[O:11][N:10]=[C:9]([C:12]([O:14][CH2:15][CH3:16])=[O:13])[CH:8]=2)[CH:6]=[CH:5][CH:4]=[CH:3][CH:2]=1.[I:17]N1C(=O)CCC1=O. (4) Given the product [CH:1]1([CH:7]([NH:25][C:26]2[CH:27]=[CH:28][C:29]([C:32]([NH:34][CH2:35][CH2:36][C:37]([OH:39])=[O:38])=[O:33])=[CH:30][CH:31]=2)[C:9]2[C:10]([CH2:22][O:23][CH3:24])=[N:11][N:12]([C:14]3[CH:19]=[CH:18][C:17]([O:20][CH3:21])=[CH:16][CH:15]=3)[CH:13]=2)[CH2:6][CH2:5][CH2:4][CH2:3][CH2:2]1, predict the reactants needed to synthesize it. The reactants are: [CH:1]1([CH:7]([C:9]2[C:10]([CH2:22][O:23][CH3:24])=[N:11][N:12]([C:14]3[CH:19]=[CH:18][C:17]([O:20][CH3:21])=[CH:16][CH:15]=3)[CH:13]=2)O)[CH2:6][CH2:5][CH2:4][CH2:3][CH2:2]1.[NH2:25][C:26]1[CH:31]=[CH:30][C:29]([C:32]([NH:34][CH2:35][CH2:36][C:37]([O:39]CC)=[O:38])=[O:33])=[CH:28][CH:27]=1. (5) Given the product [CH2:31]([O:30][C:28](=[O:29])[NH:3][C@@H:4]([C:7]1[S:8][C:9]([C@@H:12]([NH2:17])[C:13]([F:16])([F:14])[F:15])=[CH:10][CH:11]=1)[CH2:5][O:6][Si:34]([C:37]([CH3:40])([CH3:39])[CH3:38])([CH3:36])[CH3:35])[CH:32]=[CH2:33], predict the reactants needed to synthesize it. The reactants are: Cl.Cl.[NH2:3][C@@H:4]([C:7]1[S:8][C:9]([C@@H:12]([NH2:17])[C:13]([F:16])([F:15])[F:14])=[CH:10][CH:11]=1)[CH2:5][OH:6].CCN(C(C)C)C(C)C.Cl[C:28]([O:30][CH2:31][CH:32]=[CH2:33])=[O:29].[Si:34](Cl)([C:37]([CH3:40])([CH3:39])[CH3:38])([CH3:36])[CH3:35].CN(C1C=CC=CN=1)C. (6) Given the product [NH2:10][C@@H:11]([CH2:19][CH3:20])[C@H:12]([C:13]1[S:14][CH:15]=[CH:16][N:17]=1)[OH:18], predict the reactants needed to synthesize it. The reactants are: C(OC(=O)[NH:10][C@@H:11]([CH2:19][CH3:20])[C@@H:12]([OH:18])[C:13]1[S:14][CH:15]=[CH:16][N:17]=1)C1C=CC=CC=1.N1CCCCC1.I[Si](C)(C)C.S([O-])([O-])(=O)=S.[Na+].[Na+]. (7) Given the product [CH2:1]([O:5][C:6]1[N:14]=[C:13]2[C:9]([NH:10][C:11](=[O:25])[N:12]2[CH2:15][C:16]2[CH:17]=[CH:18][C:19]([CH2:22][CH2:23][N:57]3[CH2:58][CH2:59][CH:54]([C:52]([O:51][CH3:49])=[O:53])[CH2:55][CH2:56]3)=[CH:20][CH:21]=2)=[C:8]([NH2:27])[N:7]=1)[CH2:2][CH2:3][CH3:4], predict the reactants needed to synthesize it. The reactants are: [CH2:1]([O:5][C:6]1[N:14]=[C:13]2[C:9]([N:10]=[C:11]([O:25]C)[N:12]2[CH2:15][C:16]2[CH:21]=[CH:20][C:19]([CH2:22][CH2:23]O)=[CH:18][CH:17]=2)=[C:8]([NH2:27])[N:7]=1)[CH2:2][CH2:3][CH3:4].C(N(CC)CC)C.CS(Cl)(=O)=O.C(N(C(C)C)CC)(C)C.[CH2:49]([O:51][C:52]([CH:54]1[CH2:59][CH2:58][NH:57][CH2:56][CH2:55]1)=[O:53])C. (8) Given the product [C:26]1([C:29]2[CH:30]=[CH:31][CH:32]=[CH:33][CH:34]=2)[CH:25]=[CH:24][C:23]([CH2:22][C@@H:13]([NH:12][C:8]([C:5]2[O:4][C:3]([O:2][CH3:1])=[N:7][CH:6]=2)=[O:10])[CH2:14][C@@H:15]([CH3:21])[C:16]([O:18][CH2:19][CH3:20])=[O:17])=[CH:28][CH:27]=1, predict the reactants needed to synthesize it. The reactants are: [CH3:1][O:2][C:3]1[O:4][C:5]([C:8]([OH:10])=O)=[CH:6][N:7]=1.Cl.[NH2:12][C@H:13]([CH2:22][C:23]1[CH:28]=[CH:27][C:26]([C:29]2[CH:34]=[CH:33][CH:32]=[CH:31][CH:30]=2)=[CH:25][CH:24]=1)[CH2:14][C@@H:15]([CH3:21])[C:16]([O:18][CH2:19][CH3:20])=[O:17].CN(C(ON1N=NC2C=CC=NC1=2)=[N+](C)C)C.F[P-](F)(F)(F)(F)F.C(N(CC)CC)C. (9) The reactants are: [CH2:1]([C:3]1[C:12]2[C:7](=[CH:8][C:9]([O:13][CH3:14])=[CH:10][CH:11]=2)[C:6]([NH:15][CH:16]2[CH2:21][CH2:20][NH:19][CH2:18][CH2:17]2)=[N:5][N:4]=1)[CH3:2].[CH3:22][Si:23]([C:26]#[C:27][C:28]1[CH:35]=[CH:34][C:31]([CH:32]=O)=[CH:30][CH:29]=1)([CH3:25])[CH3:24]. Given the product [CH2:1]([C:3]1[C:12]2[C:7](=[CH:8][C:9]([O:13][CH3:14])=[CH:10][CH:11]=2)[C:6]([NH:15][CH:16]2[CH2:21][CH2:20][N:19]([CH2:32][C:31]3[CH:34]=[CH:35][C:28]([C:27]#[C:26][Si:23]([CH3:24])([CH3:22])[CH3:25])=[CH:29][CH:30]=3)[CH2:18][CH2:17]2)=[N:5][N:4]=1)[CH3:2], predict the reactants needed to synthesize it. (10) Given the product [Br:16][C:14]1[CH:13]=[CH:12][C:11]([F:17])=[C:10]([C:9]2[NH:8][C:3]3[CH:4]=[CH:5][CH:6]=[CH:7][C:2]=3[N:1]=2)[CH:15]=1, predict the reactants needed to synthesize it. The reactants are: [NH2:1][C:2]1[CH:7]=[CH:6][CH:5]=[CH:4][C:3]=1[NH:8][C:9](=O)[C:10]1[CH:15]=[C:14]([Br:16])[CH:13]=[CH:12][C:11]=1[F:17].